From a dataset of Retrosynthesis with 50K atom-mapped reactions and 10 reaction types from USPTO. Predict the reactants needed to synthesize the given product. (1) Given the product COc1cccc(Nc2c(C(N)=O)cnc3c(C)cc(S(=O)(=O)c4cccc(C(=O)Nc5ccc(C6(CCCCN(C[C@H](O[Si](C)(C)C(C)(C)C)c7ccc(O)c8[nH]c(=O)ccc78)C(=O)OC(C)(C)C)SCCS6)cc5)c4)cc23)c1, predict the reactants needed to synthesize it. The reactants are: CC(C)(C)OC(=O)N(CCCCC1(c2ccc(N)cc2)SCCS1)C[C@H](O[Si](C)(C)C(C)(C)C)c1ccc(O)c2[nH]c(=O)ccc12.COc1cccc(Nc2c(C(N)=O)cnc3c(C)cc(S(=O)(=O)c4cccc(C(=O)O)c4)cc23)c1. (2) Given the product CCOC(=O)COc1cccc(OC(C)=O)c1, predict the reactants needed to synthesize it. The reactants are: CC(=O)Oc1cccc(O)c1.CCOC(=O)CBr. (3) Given the product ON=Cc1c(-c2ccccc2)nn2ccccc12, predict the reactants needed to synthesize it. The reactants are: NO.O=Cc1c(-c2ccccc2)nn2ccccc12. (4) Given the product Brc1ccc(N2CCOCC2)c2ccccc12, predict the reactants needed to synthesize it. The reactants are: BrCCOCCBr.Nc1ccc(Br)c2ccccc12. (5) Given the product CCOC(=O)c1cnc(-c2ccc(Br)cc2F)cc1Oc1ccccc1Cl, predict the reactants needed to synthesize it. The reactants are: CCOC(=O)c1cnc(-c2ccc(Br)cc2F)cc1Cl.Oc1ccccc1Cl. (6) Given the product Cc1c(C(=O)c2ccc(F)cc2)cnc(C(=O)NO)c1O, predict the reactants needed to synthesize it. The reactants are: Cc1c(C(=O)c2ccc(F)cc2)cnc(C(=O)NO)c1OCc1ccccc1. (7) Given the product Brc1ccccc1CCNCc1ccccc1, predict the reactants needed to synthesize it. The reactants are: O=C(Cc1ccccc1Br)NCc1ccccc1. (8) The reactants are: CCOC(=O)C1(N(C)c2c(F)c(Oc3cccc(C4=NCCN4C)c3)nc(Oc3cc(C(=N)N)ccc3O)c2F)CCCC1. Given the product CN1CCN=C1c1cccc(Oc2nc(Oc3cc(C(=N)N)ccc3O)c(F)c(N(C)C3(C(=O)O)CCCC3)c2F)c1, predict the reactants needed to synthesize it.